Task: Predict the product of the given reaction.. Dataset: Forward reaction prediction with 1.9M reactions from USPTO patents (1976-2016) (1) Given the reactants Cl[C:2]1[N:10]([CH2:11][C:12]2[CH:17]=[CH:16][CH:15]=[CH:14][C:13]=2[I:18])[C:9]2[C:8](=[O:19])[N:7]([CH3:20])[C:6](=[O:21])[N:5]([CH3:22])[C:4]=2[N:3]=1.[C:23]([O:27][C:28]([NH:30][C@H:31]1[CH2:35][CH2:34][NH:33][CH2:32]1)=[O:29])([CH3:26])([CH3:25])[CH3:24].C(N(CC)CC)C, predict the reaction product. The product is: [C:23]([O:27][C:28](=[O:29])[NH:30][CH:31]1[CH2:35][CH2:34][N:33]([C:2]2[N:10]([CH2:11][C:12]3[CH:17]=[CH:16][CH:15]=[CH:14][C:13]=3[I:18])[C:9]3[C:8](=[O:19])[N:7]([CH3:20])[C:6](=[O:21])[N:5]([CH3:22])[C:4]=3[N:3]=2)[CH2:32]1)([CH3:26])([CH3:24])[CH3:25]. (2) Given the reactants [N+:1]([C:4]1[CH:9]=[CH:8][C:7]([S:10]([CH3:13])(=[NH:12])=[O:11])=[CH:6][CH:5]=1)([O-:3])=[O:2].Cl[C:15]([O:17][CH2:18][CH3:19])=[O:16], predict the reaction product. The product is: [CH2:18]([O:17][C:15]([N:12]=[S:10]([CH3:13])([C:7]1[CH:6]=[CH:5][C:4]([N+:1]([O-:3])=[O:2])=[CH:9][CH:8]=1)=[O:11])=[O:16])[CH3:19]. (3) Given the reactants [NH2:1][C:2]1[CH:10]=[C:9]2[C:5]([CH:6]=[N:7][NH:8]2)=[CH:4][CH:3]=1.CCN(C(C)C)C(C)C.[Cl:20][C:21]1[CH:29]=[CH:28][CH:27]=[C:26]([F:30])[C:22]=1[C:23](Cl)=[O:24].[Li+].[OH-], predict the reaction product. The product is: [Cl:20][C:21]1[CH:29]=[CH:28][CH:27]=[C:26]([F:30])[C:22]=1[C:23]([NH:1][C:2]1[CH:10]=[C:9]2[C:5]([CH:6]=[N:7][NH:8]2)=[CH:4][CH:3]=1)=[O:24]. (4) Given the reactants [CH3:1][O:2][CH2:3][CH:4]([C:6]([OH:8])=[O:7])[NH2:5].[C:9]([N:12]([C:18]1[C:27]2[C:22](=[CH:23][CH:24]=[CH:25][CH:26]=2)[CH:21]=[CH:20][CH:19]=1)[C@@H:13]([C:15]([OH:17])=[O:16])[CH3:14])(=[O:11])[CH3:10], predict the reaction product. The product is: [C:9]([N:12]([C:18]1[C:27]2[C:22](=[CH:23][CH:24]=[CH:25][CH:26]=2)[CH:21]=[CH:20][CH:19]=1)[C@@H:13]([C:15]([OH:17])=[O:16])[CH3:14])(=[O:11])[CH3:10].[CH3:1][O:2][CH2:3][C@H:4]([C:6]([OH:8])=[O:7])[NH2:5].